Dataset: Full USPTO retrosynthesis dataset with 1.9M reactions from patents (1976-2016). Task: Predict the reactants needed to synthesize the given product. (1) Given the product [Br:1][C:2]1[CH:10]=[CH:9][CH:8]=[C:7]2[C:3]=1[C:4]([CH3:11])=[CH:5][NH:6]2, predict the reactants needed to synthesize it. The reactants are: [Br:1][C:2]1[CH:10]=[CH:9][CH:8]=[C:7]2[C:3]=1[C:4]([CH:11]=O)=[CH:5][NH:6]2.[H-].[H-].[H-].[H-].[Li+].[Al+3].[OH-].[Na+].O. (2) Given the product [ClH:37].[ClH:37].[ClH:37].[CH3:1][O:2][C:3]1[CH:4]=[C:5]([N:11]([CH:12]2[CH2:13][CH2:14][N:15]([CH2:18][C:19]3[CH:24]=[CH:23][N:22]=[C:21]([C:25]4[CH:26]=[C:27]([O:35][CH3:36])[C:28]([O:33][CH3:34])=[C:29]([O:31][CH3:32])[CH:30]=4)[CH:20]=3)[CH2:16][CH2:17]2)[CH2:38][C:39]2[CH:40]=[CH:41][C:42]([C:45]3[CH:50]=[C:49]([O:51][CH3:52])[C:48]([O:53][CH3:54])=[C:47]([O:55][CH3:56])[CH:46]=3)=[N:43][CH:44]=2)[CH:6]=[C:7]([O:9][CH3:10])[CH:8]=1, predict the reactants needed to synthesize it. The reactants are: [CH3:1][O:2][C:3]1[CH:4]=[C:5]([NH:11][CH:12]2[CH2:17][CH2:16][N:15]([CH2:18][C:19]3[CH:24]=[CH:23][N:22]=[C:21]([C:25]4[CH:30]=[C:29]([O:31][CH3:32])[C:28]([O:33][CH3:34])=[C:27]([O:35][CH3:36])[CH:26]=4)[CH:20]=3)[CH2:14][CH2:13]2)[CH:6]=[C:7]([O:9][CH3:10])[CH:8]=1.[Cl:37][CH2:38][C:39]1[CH:40]=[CH:41][C:42]([C:45]2[CH:50]=[C:49]([O:51][CH3:52])[C:48]([O:53][CH3:54])=[C:47]([O:55][CH3:56])[CH:46]=2)=[N:43][CH:44]=1.